The task is: Binary Classification. Given a T-cell receptor sequence (or CDR3 region) and an epitope sequence, predict whether binding occurs between them.. This data is from TCR-epitope binding with 47,182 pairs between 192 epitopes and 23,139 TCRs. (1) The epitope is PKYVKQNTLKLAT. The TCR CDR3 sequence is CASSDAGTGDYEQYF. Result: 1 (the TCR binds to the epitope). (2) The epitope is FTISVTTEIL. The TCR CDR3 sequence is CASSLVSDSSYNEQFF. Result: 0 (the TCR does not bind to the epitope).